Dataset: Full USPTO retrosynthesis dataset with 1.9M reactions from patents (1976-2016). Task: Predict the reactants needed to synthesize the given product. (1) Given the product [NH2:21][C:6]1[CH:7]=[C:8]([C:9]2[CH:14]=[CH:13][N:12]=[C:11]([N:15]3[CH2:16][CH2:17][O:18][CH2:19][CH2:20]3)[CH:10]=2)[C:3](=[O:2])[NH:4][CH:5]=1, predict the reactants needed to synthesize it. The reactants are: C[O:2][C:3]1[C:8]([C:9]2[CH:14]=[CH:13][N:12]=[C:11]([N:15]3[CH2:20][CH2:19][O:18][CH2:17][CH2:16]3)[CH:10]=2)=[CH:7][C:6]([NH2:21])=[CH:5][N:4]=1.O1CCOCC1. (2) Given the product [OH:11][C:12]1[C:13]([CH3:23])=[CH:14][C:15]([C:16]2[N:17]=[C:8]([C:6]3[S:7][C:3]([CH:1]=[O:2])=[CH:4][CH:5]=3)[O:10][N:18]=2)=[CH:20][C:21]=1[CH3:22], predict the reactants needed to synthesize it. The reactants are: [CH:1]([C:3]1[S:7][C:6]([C:8]([OH:10])=O)=[CH:5][CH:4]=1)=[O:2].[OH:11][C:12]1[C:21]([CH3:22])=[CH:20][C:15]([C:16]([NH:18]O)=[NH:17])=[CH:14][C:13]=1[CH3:23].